This data is from Reaction yield outcomes from USPTO patents with 853,638 reactions. The task is: Predict the reaction yield, written as a fraction of the theoretical maximum amount of product (1.0 means a 100% yield; for example, 0.34 means a 34% yield). (1) The reactants are [NH2:1][NH2:2].[Br:3][C:4]1[CH:5]=[N:6][C:7](OC)=[C:8]([CH:11]=1)[C:9]#[N:10]. No catalyst specified. The product is [Br:3][C:4]1[CH:11]=[C:8]2[C:9]([NH2:10])=[N:2][NH:1][C:7]2=[N:6][CH:5]=1. The yield is 0.720. (2) The reactants are [CH3:1][O:2][NH:3][C:4]([C:6]1[C:14]2[C:9](=[N:10][CH:11]=[C:12]([C:15]3[C:23]4[C:18](=[CH:19][C:20]([F:24])=[CH:21][CH:22]=4)[N:17]([CH3:25])[N:16]=3)[N:13]=2)[N:8](COCC[Si](C)(C)C)[CH:7]=1)=[O:5].FC(F)(F)C(O)=O.C(N)CN. The catalyst is ClCCl. The product is [CH3:1][O:2][NH:3][C:4]([C:6]1[C:14]2[C:9](=[N:10][CH:11]=[C:12]([C:15]3[C:23]4[C:18](=[CH:19][C:20]([F:24])=[CH:21][CH:22]=4)[N:17]([CH3:25])[N:16]=3)[N:13]=2)[NH:8][CH:7]=1)=[O:5]. The yield is 0.390.